This data is from Reaction yield outcomes from USPTO patents with 853,638 reactions. The task is: Predict the reaction yield, written as a fraction of the theoretical maximum amount of product (1.0 means a 100% yield; for example, 0.34 means a 34% yield). (1) The reactants are Br[C:2]1[CH:3]=[C:4]([C:7]([O:9][CH3:10])=[O:8])[S:5][CH:6]=1.C([O-])([O-])=O.[K+].[K+].[CH3:17][N:18]1[C:22](B2OC(C)(C)C(C)(C)O2)=[CH:21][CH:20]=[N:19]1. The catalyst is O1CCOCC1.O.C1C=CC([P]([Pd]([P](C2C=CC=CC=2)(C2C=CC=CC=2)C2C=CC=CC=2)([P](C2C=CC=CC=2)(C2C=CC=CC=2)C2C=CC=CC=2)[P](C2C=CC=CC=2)(C2C=CC=CC=2)C2C=CC=CC=2)(C2C=CC=CC=2)C2C=CC=CC=2)=CC=1. The product is [CH3:17][N:18]1[C:22]([C:2]2[CH:3]=[C:4]([C:7]([O:9][CH3:10])=[O:8])[S:5][CH:6]=2)=[CH:21][CH:20]=[N:19]1. The yield is 0.700. (2) The reactants are [CH3:1][O:2][C:3]1[C:9]([CH2:10][CH2:11][N:12]2[CH2:17][CH2:16][N:15]([C:18]3[CH:27]=[CH:26][CH:25]=[C:24]4[C:19]=3[CH:20]=[CH:21][C:22]([CH3:28])=[N:23]4)[CH2:14][CH2:13]2)=[CH:8][CH:7]=[CH:6][C:4]=1[NH2:5].[C:29]([Cl:32])(=[O:31])[CH3:30]. No catalyst specified. The product is [ClH:32].[ClH:32].[CH3:1][O:2][C:3]1[C:9]([CH2:10][CH2:11][N:12]2[CH2:13][CH2:14][N:15]([C:18]3[CH:27]=[CH:26][CH:25]=[C:24]4[C:19]=3[CH:20]=[CH:21][C:22]([CH3:28])=[N:23]4)[CH2:16][CH2:17]2)=[CH:8][CH:7]=[CH:6][C:4]=1[NH:5][C:29](=[O:31])[CH3:30]. The yield is 0.420. (3) The reactants are Cl[CH2:2][CH2:3][O:4][C:5]1[CH:10]=[CH:9][C:8]([C:11]([C:13]2[CH:18]=[C:17]([CH3:19])[CH:16]=[CH:15][C:14]=2[O:20][C:21]2[C:30]3[C:25](=[CH:26][C:27]([O:33][CH3:34])=[C:28]([O:31][CH3:32])[CH:29]=3)[N:24]=[CH:23][CH:22]=2)=[O:12])=[CH:7][CH:6]=1.C(=O)([O-])[O-].[K+].[K+].[NH:41]1[CH2:46][CH2:45][O:44][CH2:43][CH2:42]1.O. The catalyst is CN(C)C=O. The product is [CH3:32][O:31][C:28]1[CH:29]=[C:30]2[C:25](=[CH:26][C:27]=1[O:33][CH3:34])[N:24]=[CH:23][CH:22]=[C:21]2[O:20][C:14]1[CH:15]=[CH:16][C:17]([CH3:19])=[CH:18][C:13]=1[C:11]([C:8]1[CH:9]=[CH:10][C:5]([O:4][CH2:3][CH2:2][N:41]2[CH2:46][CH2:45][O:44][CH2:43][CH2:42]2)=[CH:6][CH:7]=1)=[O:12]. The yield is 0.680. (4) The reactants are [CH:1]1([CH2:4][N:5]([C:13]2[C:14]([CH2:22][CH3:23])=[N:15][N:16]3[CH:21]=[CH:20][CH:19]=[CH:18][C:17]=23)[CH2:6][CH:7]2[CH2:12][CH2:11][O:10][CH2:9][CH2:8]2)[CH2:3][CH2:2]1.FC1C([I:31])=C(F)C(F)=C(F)C=1F.O.C1COCC1. The catalyst is O1CCCC1. The product is [CH:1]1([CH2:4][N:5]([C:13]2[C:14]([CH2:22][CH3:23])=[N:15][N:16]3[C:21]([I:31])=[CH:20][CH:19]=[CH:18][C:17]=23)[CH2:6][CH:7]2[CH2:12][CH2:11][O:10][CH2:9][CH2:8]2)[CH2:3][CH2:2]1. The yield is 0.873. (5) The reactants are [CH2:1]([O:8][C:9](=[O:27])[NH:10][C@@H:11]([C@@H:13]([OH:26])[CH2:14][O:15][Si:16]([CH:23]([CH3:25])[CH3:24])([CH:20]([CH3:22])[CH3:21])[CH:17]([CH3:19])[CH3:18])[CH3:12])[C:2]1[CH:7]=[CH:6][CH:5]=[CH:4][CH:3]=1.[N+:28]([C:31]1[CH:39]=[CH:38][C:34]([C:35](O)=[O:36])=[CH:33][CH:32]=1)([O-:30])=[O:29].C1(P(C2C=CC=CC=2)C2C=CC=CC=2)C=CC=CC=1.N(C(OCC)=O)=NC(OCC)=O. The catalyst is C1(C)C=CC=CC=1. The product is [N+:28]([C:31]1[CH:32]=[CH:33][C:34]([C:35]([O:26][C@H:13]([CH2:14][O:15][Si:16]([CH:20]([CH3:22])[CH3:21])([CH:23]([CH3:25])[CH3:24])[CH:17]([CH3:19])[CH3:18])[C@@H:11]([CH3:12])[NH:10][C:9](=[O:27])[O:8][CH2:1][C:2]2[CH:3]=[CH:4][CH:5]=[CH:6][CH:7]=2)=[O:36])=[CH:38][CH:39]=1)([O-:30])=[O:29]. The yield is 0.820. (6) The reactants are O.O.O.O.C([O-])(=O)C.[Ni+2:9].C([O-])(=O)C.[N+:14]([C:17]1[CH:22]=[CH:21][CH:20]=[CH:19][C:18]=1[S:23]([NH:26][C:27]1[CH:32]=[CH:31][CH:30]=[CH:29][C:28]=1[C:33]1[CH:38]=[CH:37][CH:36]=[CH:35][N:34]=1)(=[O:25])=[O:24])([O-:16])=[O:15].[OH-].[Na+].CCCCC. The catalyst is N1C=CC=CC=1. The product is [N+:14]([C:17]1[CH:22]=[CH:21][CH:20]=[CH:19][C:18]=1[S:23]([NH:26][C:27]1[CH:32]=[CH:31][CH:30]=[CH:29][C:28]=1[C:33]1[CH:38]=[CH:37][CH:36]=[CH:35][N:34]=1)(=[O:24])=[O:25])([O-:16])=[O:15].[Ni:9]. The yield is 0.0600. (7) The yield is 0.604. The product is [CH3:12][S:13][C:14]1[CH:23]=[CH:22][C:17]([C:18](=[O:19])[CH2:10][C:9]#[N:11])=[CH:16][CH:15]=1. The catalyst is O. The reactants are [H-].[Na+].O1CCOCC1.[C:9](#[N:11])[CH3:10].[CH3:12][S:13][C:14]1[CH:23]=[CH:22][C:17]([C:18](OC)=[O:19])=[CH:16][CH:15]=1. (8) The reactants are CN(C(ON1N=NC2C=CC=NC1=2)=[N+](C)C)C.F[P-](F)(F)(F)(F)F.[CH3:25][O:26][C:27]1[CH:32]=[CH:31][C:30]([C:33]2[CH:38]=[CH:37][C:36]([C:39]([OH:41])=O)=[C:35]([N+:42]([O-:44])=[O:43])[CH:34]=2)=[CH:29][CH:28]=1.Cl.[CH3:46][C:47]([O:50][C@H:51]([CH3:58])[C@@H:52]([C:54]([O:56][CH3:57])=[O:55])[NH2:53])([CH3:49])[CH3:48].C(N(C(C)C)CC)(C)C. The catalyst is CN(C=O)C.C(OCC)(=O)C.CCCCCC.C(OCC)(=O)C. The product is [CH3:49][C:47]([O:50][C@H:51]([CH3:58])[C@@H:52]([C:54]([O:56][CH3:57])=[O:55])[NH:53][C:39]([C:36]1[CH:37]=[CH:38][C:33]([C:30]2[CH:29]=[CH:28][C:27]([O:26][CH3:25])=[CH:32][CH:31]=2)=[CH:34][C:35]=1[N+:42]([O-:44])=[O:43])=[O:41])([CH3:46])[CH3:48]. The yield is 0.690. (9) The catalyst is ClCCl. The yield is 0.990. The reactants are Cl.[NH2:2][C@:3]([CH3:26])([CH2:6][CH2:7][C:8]1[N:9]([CH3:25])[C:10]([C:13](=[O:24])[CH2:14][CH2:15][CH2:16][CH2:17][C:18]2[CH:23]=[CH:22][CH:21]=[CH:20][CH:19]=2)=[CH:11][CH:12]=1)[CH2:4][OH:5].[C:27](O[C:27]([O:29][C:30]([CH3:33])([CH3:32])[CH3:31])=[O:28])([O:29][C:30]([CH3:33])([CH3:32])[CH3:31])=[O:28].C(N(CC)CC)C. The product is [C:30]([O:29][C:27]([NH:2][C@:3]([CH3:26])([CH2:6][CH2:7][C:8]1[N:9]([CH3:25])[C:10]([C:13](=[O:24])[CH2:14][CH2:15][CH2:16][CH2:17][C:18]2[CH:23]=[CH:22][CH:21]=[CH:20][CH:19]=2)=[CH:11][CH:12]=1)[CH2:4][OH:5])=[O:28])([CH3:33])([CH3:32])[CH3:31].